This data is from Retrosynthesis with 50K atom-mapped reactions and 10 reaction types from USPTO. The task is: Predict the reactants needed to synthesize the given product. (1) The reactants are: Brc1ccc(Br)c2ccccc12.CN(C)C=O. Given the product O=Cc1ccc(Br)c2ccccc12, predict the reactants needed to synthesize it. (2) Given the product CC1CN(C(=O)OC(C)(C)C)CCN1C(=O)c1cc(S(C)(=O)=O)ccc1I, predict the reactants needed to synthesize it. The reactants are: CC1CN(C(=O)OC(C)(C)C)CCN1.CS(=O)(=O)c1ccc(I)c(C(=O)O)c1.